Task: Predict the reactants needed to synthesize the given product.. Dataset: Full USPTO retrosynthesis dataset with 1.9M reactions from patents (1976-2016) (1) Given the product [NH2:1][C:2]1[S:3][C:4]([C:7]([C:9]2[CH:14]=[CH:13][CH:12]=[CH:11][C:10]=2[Cl:15])=[O:8])=[CH:5][N:6]=1.[Cl:16][C:17]1[CH:34]=[CH:33][CH:32]=[CH:31][C:18]=1[C:19](=[O:20])[CH3:21], predict the reactants needed to synthesize it. The reactants are: [NH2:1][C:2]1[S:3][C:4]([C:7]([C:9]2[CH:14]=[CH:13][CH:12]=[CH:11][C:10]=2[Cl:15])=[O:8])=[CH:5][N:6]=1.[Cl:16][C:17]1[CH:34]=[CH:33][CH:32]=[CH:31][C:18]=1[C:19]([C:21]1SC(N=CN(C)C)=NC=1)=[O:20]. (2) Given the product [CH3:26][N:23]1[C:22]([CH2:27][N:28]2[CH2:33][CH2:32][CH:31]([C:34]([OH:37])([CH3:36])[CH3:35])[CH2:30][CH2:29]2)=[N:21][C:20]2[C:24]1=[N:25][C:17]([N:11]1[C:10]3[CH:12]=[CH:13][CH:14]=[CH:15][C:9]=3[N:8]=[C:7]1[C:6]1[N:2]([CH3:1])[N:3]=[CH:4][CH:5]=1)=[N:18][C:19]=2[N:38]1[CH2:39][CH2:40][O:41][CH2:42][CH2:43]1, predict the reactants needed to synthesize it. The reactants are: [CH3:1][N:2]1[C:6]([C:7]2[NH:11][C:10]3[CH:12]=[CH:13][CH:14]=[CH:15][C:9]=3[N:8]=2)=[CH:5][CH:4]=[N:3]1.Cl[C:17]1[N:25]=[C:24]2[C:20]([N:21]=[C:22]([CH2:27][N:28]3[CH2:33][CH2:32][CH:31]([C:34]([OH:37])([CH3:36])[CH3:35])[CH2:30][CH2:29]3)[N:23]2[CH3:26])=[C:19]([N:38]2[CH2:43][CH2:42][O:41][CH2:40][CH2:39]2)[N:18]=1. (3) Given the product [F:8][CH:9]([F:24])[C:10]1([O:13][S:2](=[O:3])(=[O:4])[NH2:5])[CH2:12][CH2:11]1, predict the reactants needed to synthesize it. The reactants are: Cl[S:2]([N:5]=C=O)(=[O:4])=[O:3].[F:8][CH:9]([F:24])[C:10]1([O:13][Si](C(C)C)(C(C)C)C(C)C)[CH2:12][CH2:11]1.CCCC[N+](CCCC)(CCCC)CCCC.[F-].[Na+].[Cl-]. (4) Given the product [CH2:9]([O:8][C:6]([C:17]1[N:16]=[N:15][C:14]([Cl:13])=[CH:19][CH:18]=1)=[CH2:7])[CH2:10][CH2:11][CH3:12], predict the reactants needed to synthesize it. The reactants are: C([Li])(C)(C)C.[CH:6]([O:8][CH2:9][CH2:10][CH2:11][CH3:12])=[CH2:7].[Cl:13][C:14]1[N:15]=[N:16][C:17](Cl)=[CH:18][CH:19]=1. (5) Given the product [Cl:8][C:4]1[CH:5]=[CH:6][CH:7]=[C:2]([N:9]2[CH2:14][CH2:13][CH2:12][CH2:11][CH2:10]2)[N:3]=1, predict the reactants needed to synthesize it. The reactants are: Cl[C:2]1[CH:7]=[CH:6][CH:5]=[C:4]([Cl:8])[N:3]=1.[NH:9]1[CH2:14][CH2:13][CH2:12][CH2:11][CH2:10]1.C([O-])([O-])=O.[Cs+].[Cs+]. (6) Given the product [CH2:1]([O:8][P:9]([CH2:19][CH2:20][O:21][CH2:22][C:23]1[CH:28]=[CH:27][CH:26]=[CH:25][CH:24]=1)(=[O:10])[OH:18])[C:2]1[CH:3]=[CH:4][CH:5]=[CH:6][CH:7]=1, predict the reactants needed to synthesize it. The reactants are: [CH2:1]([O:8][P:9]([CH2:19][CH2:20][O:21][CH2:22][C:23]1[CH:28]=[CH:27][CH:26]=[CH:25][CH:24]=1)(=[O:18])[O:10]CC1C=CC=CC=1)[C:2]1[CH:7]=[CH:6][CH:5]=[CH:4][CH:3]=1.[OH-].[Na+].